This data is from Reaction yield outcomes from USPTO patents with 853,638 reactions. The task is: Predict the reaction yield, written as a fraction of the theoretical maximum amount of product (1.0 means a 100% yield; for example, 0.34 means a 34% yield). The reactants are [OH-].[Na+].[N+:3]([C:6]1[CH:17]=[CH:16][C:9]([CH2:10][C@@H:11]([C:13]([OH:15])=[O:14])[NH2:12])=[CH:8][CH:7]=1)([O-:5])=[O:4].C(=O)([O-])[O-].[Na+].[Na+].Cl[C:25]([O:27][CH2:28][C:29]1[CH:34]=[CH:33][CH:32]=[CH:31][CH:30]=1)=[O:26]. The catalyst is O. The product is [C:25]([NH:12][C@H:11]([C:13]([OH:15])=[O:14])[CH2:10][C:9]1[CH:8]=[CH:7][C:6]([N+:3]([O-:5])=[O:4])=[CH:17][CH:16]=1)([O:27][CH2:28][C:29]1[CH:34]=[CH:33][CH:32]=[CH:31][CH:30]=1)=[O:26]. The yield is 0.995.